Dataset: Reaction yield outcomes from USPTO patents with 853,638 reactions. Task: Predict the reaction yield, written as a fraction of the theoretical maximum amount of product (1.0 means a 100% yield; for example, 0.34 means a 34% yield). (1) The reactants are [Br:1][C:2]1[CH:7]=[CH:6][C:5]([CH2:8][C:9]#N)=[CH:4][CH:3]=1.Br[CH2:12][CH2:13]Cl.[OH-:15].[K+].Cl.[OH2:18]. The catalyst is [Cl-].C([N+](CC)(CC)CC)C1C=CC=CC=1.C(O)C. The product is [Br:1][C:2]1[CH:7]=[CH:6][C:5]([C:8]2([C:9]([OH:18])=[O:15])[CH2:13][CH2:12]2)=[CH:4][CH:3]=1. The yield is 0.820. (2) The reactants are [Li+].[OH-].C(OC([NH:10][C:11]1[CH:12]=[C:13]([C:17]([NH:19][C:20]2[CH:21]=[C:22]([C:26]([O:28]C)=[O:27])[N:23]([CH3:25])[CH:24]=2)=[O:18])[N:14]([CH3:16])[CH:15]=1)=O)(C)(C)C. The catalyst is O.C1COCC1.CO.CCOC(C)=O. The product is [NH2:10][C:11]1[CH:12]=[C:13]([C:17]([NH:19][C:20]2[CH:21]=[C:22]([C:26]([OH:28])=[O:27])[N:23]([CH3:25])[CH:24]=2)=[O:18])[N:14]([CH3:16])[CH:15]=1. The yield is 0.940. (3) The reactants are [NH2:1][C:2]1[C:3]([OH:13])=[C:4]([CH:10]=[CH:11][CH:12]=1)[C:5]([O:7][CH2:8]C)=[O:6].C(N(CC)CC)C.[CH2:21]([O:28][C:29]([N:31]1[CH2:36][CH2:35][CH:34]([C:37](Cl)=[O:38])[CH2:33][CH2:32]1)=[O:30])[C:22]1[CH:27]=[CH:26][CH:25]=[CH:24][CH:23]=1. The catalyst is ClCCl. The product is [CH2:21]([O:28][C:29]([N:31]1[CH2:36][CH2:35][CH:34]([C:37](=[O:38])[NH:1][C:2]2[CH:12]=[CH:11][CH:10]=[C:4]([C:5]([O:7][CH3:8])=[O:6])[C:3]=2[OH:13])[CH2:33][CH2:32]1)=[O:30])[C:22]1[CH:27]=[CH:26][CH:25]=[CH:24][CH:23]=1. The yield is 0.200. (4) The reactants are CO[C:3](=[O:24])[C:4]1[CH:9]=[C:8]([O:10][C:11]2[CH:16]=[CH:15][C:14]([F:17])=[CH:13][C:12]=2[F:18])[CH:7]=[CH:6][C:5]=1[CH:19]=[CH:20]OCC.C(O)(C(F)(F)F)=O.Cl.[C:33]([O:37][C:38](=[O:44])[C@@H:39]([CH:41]([CH3:43])[CH3:42])[NH2:40])([CH3:36])([CH3:35])[CH3:34].C(N(CC)CC)C. The catalyst is ClC(Cl)C.O.ClCCl. The product is [C:33]([O:37][C:38](=[O:44])[CH:39]([N:40]1[CH2:20][CH2:19][C:5]2[C:4](=[CH:9][C:8]([O:10][C:11]3[CH:16]=[CH:15][C:14]([F:17])=[CH:13][C:12]=3[F:18])=[CH:7][CH:6]=2)[C:3]1=[O:24])[CH:41]([CH3:42])[CH3:43])([CH3:35])([CH3:34])[CH3:36]. The yield is 0.770. (5) The reactants are [CH3:1][O:2][C:3]1[CH:8]=[CH:7][C:6]([NH:9][C:10]2[CH:15]=[CH:14][C:13]([O:16][CH3:17])=[CH:12][CH:11]=2)=[CH:5][CH:4]=1.[F:18][C:19]1[CH:27]=[CH:26][C:22]([C:23](Cl)=[O:24])=[C:21]([C:28]([F:31])([F:30])[F:29])[CH:20]=1.N1C=CC=CC=1. The catalyst is C1COCC1. The product is [F:18][C:19]1[CH:27]=[CH:26][C:22]([C:23]([N:9]([C:6]2[CH:5]=[CH:4][C:3]([O:2][CH3:1])=[CH:8][CH:7]=2)[C:10]2[CH:15]=[CH:14][C:13]([O:16][CH3:17])=[CH:12][CH:11]=2)=[O:24])=[C:21]([C:28]([F:29])([F:30])[F:31])[CH:20]=1. The yield is 0.842. (6) The reactants are Cl[C:2]1[C:7]([CH3:8])=[C:6]([O:9][CH:10]2[CH2:15][CH2:14][N:13]([C:16]3[O:20][N:19]=[C:18]([CH:21]([CH3:23])[CH3:22])[N:17]=3)[CH2:12][CH2:11]2)[N:5]=[CH:4][N:3]=1.C(=O)([O-])[O-].[K+].[K+].[Br:30][C:31]1[CH:36]=[CH:35][C:34]([OH:37])=[C:33]([F:38])[CH:32]=1. The catalyst is CN(C=O)C. The product is [Br:30][C:31]1[CH:36]=[CH:35][C:34]([O:37][C:2]2[C:7]([CH3:8])=[C:6]([O:9][CH:10]3[CH2:15][CH2:14][N:13]([C:16]4[O:20][N:19]=[C:18]([CH:21]([CH3:23])[CH3:22])[N:17]=4)[CH2:12][CH2:11]3)[N:5]=[CH:4][N:3]=2)=[C:33]([F:38])[CH:32]=1. The yield is 0.480.